From a dataset of Forward reaction prediction with 1.9M reactions from USPTO patents (1976-2016). Predict the product of the given reaction. (1) Given the reactants C([O:3][C:4]([C:6]1([S:22]([C:25]2[CH:30]=[CH:29][C:28]([O:31][CH3:32])=[CH:27][CH:26]=2)(=[O:24])=[O:23])[CH2:11][CH2:10][N:9]([CH2:12][CH2:13][CH2:14][O:15][C:16]2[CH:21]=[CH:20][CH:19]=[CH:18][CH:17]=2)[CH2:8][CH2:7]1)=[O:5])C, predict the reaction product. The product is: [CH3:32][O:31][C:28]1[CH:29]=[CH:30][C:25]([S:22]([C:6]2([C:4]([OH:5])=[O:3])[CH2:7][CH2:8][N:9]([CH2:12][CH2:13][CH2:14][O:15][C:16]3[CH:17]=[CH:18][CH:19]=[CH:20][CH:21]=3)[CH2:10][CH2:11]2)(=[O:23])=[O:24])=[CH:26][CH:27]=1. (2) Given the reactants [CH3:1][O:2][C:3]([CH:5]1[CH2:9][CH:8]([CH2:10][O:11][C:12]2[CH:17]=[CH:16][C:15]([C:18]3[N:26](COCC[Si](C)(C)C)[C:25]4[C:24](=[O:35])[N:23]([CH2:36][CH2:37][CH3:38])[C:22](=[O:39])[N:21]([CH2:40][CH2:41][CH3:42])[C:20]=4[N:19]=3)=[CH:14][CH:13]=2)[CH2:7][N:6]1C(OC(C)(C)C)=O)=[O:4], predict the reaction product. The product is: [CH3:1][O:2][C:3]([CH:5]1[CH2:9][CH:8]([CH2:10][O:11][C:12]2[CH:17]=[CH:16][C:15]([C:18]3[NH:26][C:25]4[C:24](=[O:35])[N:23]([CH2:36][CH2:37][CH3:38])[C:22](=[O:39])[N:21]([CH2:40][CH2:41][CH3:42])[C:20]=4[N:19]=3)=[CH:14][CH:13]=2)[CH2:7][NH:6]1)=[O:4].